This data is from Full USPTO retrosynthesis dataset with 1.9M reactions from patents (1976-2016). The task is: Predict the reactants needed to synthesize the given product. Given the product [F:25][C:22]1[CH:23]=[CH:24][C:19]([O:18][C:14]2[CH:13]=[C:12]([S:9]([CH2:8][CH2:7][CH2:6][C:40]#[N:41])(=[O:10])=[O:11])[CH:17]=[CH:16][CH:15]=2)=[CH:20][C:21]=1[C:26]1[C:35]2[C:30](=[C:31]([C:36]([F:38])([F:39])[F:37])[CH:32]=[CH:33][CH:34]=2)[N:29]=[CH:28][N:27]=1, predict the reactants needed to synthesize it. The reactants are: CS(O[CH2:6][CH2:7][CH2:8][S:9]([C:12]1[CH:17]=[CH:16][CH:15]=[C:14]([O:18][C:19]2[CH:24]=[CH:23][C:22]([F:25])=[C:21]([C:26]3[C:35]4[C:30](=[C:31]([C:36]([F:39])([F:38])[F:37])[CH:32]=[CH:33][CH:34]=4)[N:29]=[CH:28][N:27]=3)[CH:20]=2)[CH:13]=1)(=[O:11])=[O:10])(=O)=O.[C-:40]#[N:41].[K+].O.